This data is from Catalyst prediction with 721,799 reactions and 888 catalyst types from USPTO. The task is: Predict which catalyst facilitates the given reaction. (1) Reactant: [H-].[Al+3].[Li+].[H-].[H-].[H-].[NH:7]1[C:11]2[CH:12]=[CH:13]C=NC=2[N:9]=[C:8]1C(OCC)=O.[OH2:21].[OH-].[Na+].[CH2:24]1[CH2:28]O[CH2:26][CH2:25]1. Product: [CH:26]1[N:9]=[CH:8][N:7]2[CH:11]=[CH:12][CH:13]=[C:24]([CH2:28][OH:21])[C:25]=12. The catalyst class is: 25. (2) Reactant: [CH3:1][N:2]([CH3:17])[C:3]([C:5]1([C:11]2[CH:16]=[CH:15][CH:14]=[CH:13][CH:12]=2)[CH2:10][CH2:9][NH:8][CH2:7][CH2:6]1)=[O:4].[ClH:18].C(N([C:24]1([C:56]2[CH:61]=[CH:60][CH:59]=[CH:58][CH:57]=2)[CH2:29][CH2:28][N:27]([CH2:30][CH2:31][CH2:32][C:33]2([C:48]3[CH:53]=[CH:52][C:51]([Cl:54])=[C:50]([Cl:55])[CH:49]=3)[CH2:39][CH2:38][CH2:37][CH2:36][N:35]([C:40](=[O:47])[C:41]3[CH:46]=[CH:45][CH:44]=[CH:43][CH:42]=3)[CH2:34]2)[CH2:26][CH2:25]1)C)(=O)C.C([O-])([O-])=O.[K+].[K+]. Product: [OH2:4].[ClH:54].[C:40]([N:35]1[CH2:36][CH2:37][CH2:38][CH2:39][C:33]([C:48]2[CH:53]=[CH:52][C:51]([Cl:54])=[C:50]([Cl:55])[CH:49]=2)([CH2:32][CH2:31][CH2:30][N:8]2[CH2:7][CH2:6][C:5]([C:3]([N:2]([CH3:17])[CH3:1])=[O:4])([C:11]3[CH:16]=[CH:15][CH:14]=[CH:13][CH:12]=3)[CH2:10][CH2:9]2)[CH2:34]1)(=[O:47])[C:41]1[CH:42]=[CH:43][CH:44]=[CH:45][CH:46]=1.[C:40]([N:35]1[CH2:36][CH2:37][CH2:38][CH2:39][C:33]([CH2:32][CH2:31][CH2:30][N:27]2[CH2:28][CH2:29][C:24]([C:56]3[CH:61]=[CH:60][CH:59]=[CH:58][CH:57]=3)([C:3]([N:2]([CH3:17])[CH3:1])=[O:4])[CH2:25][CH2:26]2)([C:48]2[CH:53]=[CH:52][C:51]([Cl:54])=[C:50]([Cl:55])[CH:49]=2)[CH2:34]1)(=[O:47])[C:41]1[CH:46]=[CH:45][CH:44]=[CH:43][CH:42]=1.[ClH:18]. The catalyst class is: 618. (3) Reactant: [CH3:1][O:2][C:3](=[O:18])[C:4]([CH3:17])([CH3:16])[CH2:5][O:6][C:7]1[CH:12]=[CH:11][C:10]([Br:13])=[CH:9][C:8]=1[CH:14]=O.[Cl:19][C:20]1[CH:28]=[C:27]2[C:23]([CH2:24][C:25](=[O:29])[NH:26]2)=[CH:22][CH:21]=1.N1CCCC1. Product: [CH3:1][O:2][C:3](=[O:18])[C:4]([CH3:17])([CH3:16])[CH2:5][O:6][C:7]1[CH:12]=[CH:11][C:10]([Br:13])=[CH:9][C:8]=1/[CH:14]=[C:24]1\[C:25](=[O:29])[NH:26][C:27]2[C:23]\1=[CH:22][CH:21]=[C:20]([Cl:19])[CH:28]=2. The catalyst class is: 5. (4) Product: [Cl:3][C:12]1[N:11]=[C:10]([C:8]([O:7][CH3:6])=[O:9])[CH:15]=[CH:14][C:13]=1[CH3:16].[Cl:3][C:14]1[C:13]([CH3:16])=[CH:12][N:11]=[C:10]([C:8]([O:7][CH3:6])=[O:9])[CH:15]=1. The catalyst class is: 22. Reactant: P(Cl)(Cl)([Cl:3])=O.[CH3:6][O:7][C:8]([C:10]1[CH:15]=[CH:14][C:13]([CH3:16])=[CH:12][N+:11]=1[O-])=[O:9].C([O-])([O-])=O.[K+].[K+]. (5) Reactant: [CH3:1][O:2][C:3]1[CH:23]=[CH:22][C:6]2[N:7]=[C:8]([NH:10][C:11]([C:13]3[CH:21]=[CH:20][C:16]([C:17](O)=[O:18])=[CH:15][CH:14]=3)=[O:12])[S:9][C:5]=2[CH:4]=1.[NH:24]1[CH2:29][CH2:28][O:27][CH2:26][CH2:25]1.C(P1(=O)OP(CCC)(=O)OP(CCC)(=O)O1)CC. Product: [CH3:1][O:2][C:3]1[CH:23]=[CH:22][C:6]2[N:7]=[C:8]([NH:10][C:11](=[O:12])[C:13]3[CH:21]=[CH:20][C:16]([C:17]([N:24]4[CH2:29][CH2:28][O:27][CH2:26][CH2:25]4)=[O:18])=[CH:15][CH:14]=3)[S:9][C:5]=2[CH:4]=1. The catalyst class is: 66. (6) Reactant: O[CH:2]1[CH2:7][N:6]([C:8]([O:10][CH2:11][CH:12]=[CH2:13])=[O:9])[C@H:5]([CH3:14])[CH2:4][CH:3]1[C:15]([O:17][C:18]([CH3:21])([CH3:20])[CH3:19])=[O:16].CS(Cl)(=O)=O.C(N(CC)CC)C.Cl. Product: [CH3:14][C@@H:5]1[CH2:4][C:3]([C:15]([O:17][C:18]([CH3:19])([CH3:20])[CH3:21])=[O:16])=[CH:2][CH2:7][N:6]1[C:8]([O:10][CH2:11][CH:12]=[CH2:13])=[O:9]. The catalyst class is: 4. (7) Reactant: [CH2:1]([O:8][C:9](=[O:21])[N:10]([CH2:12][CH:13]([NH2:20])[CH2:14][CH:15]1[CH2:19][CH2:18][CH2:17][CH2:16]1)[CH3:11])[C:2]1[CH:7]=[CH:6][CH:5]=[CH:4][CH:3]=1.C1N=CN([C:27]([N:29]2[CH:33]=N[CH:31]=[CH:30]2)=[O:28])C=1.CCN(C(C)C)C(C)C.[O:43]1[C:47]2[C:48]([C@:52]([C@@H:60]3CCCN[CH2:61]3)([OH:59])[CH2:53][CH2:54][CH2:55][CH2:56][O:57][CH3:58])=[CH:49][CH:50]=[CH:51][C:46]=2[CH:45]=[CH:44]1. Product: [O:43]1[C:47]2[C:48]([C@:52]([C@@H:60]3[CH2:61][CH2:31][CH2:30][N:29]([C:27]([NH:20][C@@H:13]([CH2:14][CH:15]4[CH2:16][CH2:17][CH2:18][CH2:19]4)[CH2:12][N:10]([CH3:11])[C:9](=[O:21])[O:8][CH2:1][C:2]4[CH:7]=[CH:6][CH:5]=[CH:4][CH:3]=4)=[O:28])[CH2:33]3)([OH:59])[CH2:53][CH2:54][CH2:55][CH2:56][O:57][CH3:58])=[CH:49][CH:50]=[CH:51][C:46]=2[CH:45]=[CH:44]1. The catalyst class is: 2. (8) Reactant: [N:1]1([C:7]([O:9][C:10]([CH3:13])(C)C)=[O:8])[CH2:6][CH2:5][NH:4][CH2:3][CH2:2]1.[CH3:14][CH2:15]CCCC.C([Li])CCC.F[C:26]1[CH:27]=[N:28][CH:29]=[CH:30][C:31]=1[N:32]1[CH:36]=[C:35]([CH3:37])[CH:34]=[N:33]1.[Cl-].[NH4+]. Product: [CH3:37][C:35]1[CH:34]=[N:33][N:32]([C:31]2[CH:30]=[CH:29][N:28]=[CH:27][C:26]=2[N:4]2[CH2:3][CH2:2][N:1]([C:7]([O:9][CH2:10][CH2:13][CH2:14][CH3:15])=[O:8])[CH2:6][CH2:5]2)[CH:36]=1. The catalyst class is: 1. (9) Reactant: [ClH:1].[CH:2]1[C:11]2[C:6](=[CH:7][CH:8]=[CH:9][CH:10]=2)[CH:5]=[CH:4][C:3]=1[S:12]([N:15]1[C:23]2[C:18](=[CH:19][C:20]([C:24]3[C:33]4[C:28](=[CH:29][CH:30]=[CH:31][CH:32]=4)[CH:27]=[CH:26][CH:25]=3)=[CH:21][CH:22]=2)[C:17]([CH2:34][CH2:35][NH2:36])=[CH:16]1)(=[O:14])=[O:13].CC1C=C(C)[N:40]([C:44](N)=[NH:45])N=1.C(N(CC)CC)C. Product: [ClH:1].[CH:2]1[C:11]2[C:6](=[CH:7][CH:8]=[CH:9][CH:10]=2)[CH:5]=[CH:4][C:3]=1[S:12]([N:15]1[C:23]2[C:18](=[CH:19][C:20]([C:24]3[C:33]4[C:28](=[CH:29][CH:30]=[CH:31][CH:32]=4)[CH:27]=[CH:26][CH:25]=3)=[CH:21][CH:22]=2)[C:17]([CH2:34][CH2:35][NH:36][C:44]([NH2:45])=[NH:40])=[CH:16]1)(=[O:14])=[O:13]. The catalyst class is: 8.